This data is from Full USPTO retrosynthesis dataset with 1.9M reactions from patents (1976-2016). The task is: Predict the reactants needed to synthesize the given product. The reactants are: [CH2:1]([O:3][C:4](=[O:25])[CH2:5][C:6]1[CH:11]=[CH:10][C:9]([O:12][CH3:13])=[C:8]([C:14]2[C:19]([CH2:20][NH:21][CH2:22][CH3:23])=[CH:18][C:17]([CH3:24])=[CH:16][N:15]=2)[CH:7]=1)[CH3:2].FC(F)(F)C([O-])=O.[CH2:33]([N:40]=[C:41]=[O:42])[C:34]1[CH:39]=[CH:38][CH:37]=[CH:36][CH:35]=1.C(N(CC)CC)C. Given the product [CH2:1]([O:3][C:4](=[O:25])[CH2:5][C:6]1[CH:11]=[CH:10][C:9]([O:12][CH3:13])=[C:8]([C:14]2[C:19]([CH2:20][N:21]([CH2:22][CH3:23])[C:41]([NH:40][CH2:33][C:34]3[CH:39]=[CH:38][CH:37]=[CH:36][CH:35]=3)=[O:42])=[CH:18][C:17]([CH3:24])=[CH:16][N:15]=2)[CH:7]=1)[CH3:2], predict the reactants needed to synthesize it.